Dataset: Catalyst prediction with 721,799 reactions and 888 catalyst types from USPTO. Task: Predict which catalyst facilitates the given reaction. (1) Reactant: [Cl:1][C:2]1[C:3]([NH:21][NH:22][C:23](=O)[CH2:24][C:25]([F:28])([F:27])[F:26])=[N:4][CH:5]=[N:6][C:7]=1[N:8]1[CH2:13][CH2:12][CH:11]([C:14]2[CH:19]=[CH:18][CH:17]=[CH:16][C:15]=2[F:20])[CH2:10][CH2:9]1.C1(P(C2C=CC=CC=2)C2C=CC=CC=2)C=CC=CC=1.N([Si](C)(C)C)=[N+]=[N-].CCOC(/N=N/C(OCC)=O)=O.C1(C)C=CC=CC=1. Product: [Cl:1][C:2]1[C:3]2[N:4]([C:23]([CH2:24][C:25]([F:28])([F:27])[F:26])=[N:22][N:21]=2)[CH:5]=[N:6][C:7]=1[N:8]1[CH2:13][CH2:12][CH:11]([C:14]2[CH:19]=[CH:18][CH:17]=[CH:16][C:15]=2[F:20])[CH2:10][CH2:9]1. The catalyst class is: 2. (2) Reactant: [CH2:1]([O:3][C:4](=[O:13])[CH2:5][CH2:6][NH:7][CH:8]1[CH2:12][CH2:11][CH2:10][CH2:9]1)[CH3:2].[Cl:14][C:15]1[N:20]=[C:19](Cl)[C:18]([N+:22]([O-:24])=[O:23])=[CH:17][N:16]=1.C(=O)(O)[O-].[K+]. Product: [CH2:1]([O:3][C:4](=[O:13])[CH2:5][CH2:6][N:7]([C:17]1[C:18]([N+:22]([O-:24])=[O:23])=[CH:19][N:20]=[C:15]([Cl:14])[N:16]=1)[CH:8]1[CH2:12][CH2:11][CH2:10][CH2:9]1)[CH3:2]. The catalyst class is: 581. (3) Product: [CH3:1][C:2]1([CH3:17])[CH2:7][C:6]([CH3:8])([CH3:9])[CH2:5][CH:4]([C:10]2[CH:15]=[CH:14][CH:13]=[CH:12][C:11]=2[NH2:16])[CH2:3]1. Reactant: [CH3:1][C:2]1([CH3:17])[CH2:7][C:6]([CH3:9])([CH3:8])[CH2:5][C:4]([C:10]2[CH:15]=[CH:14][CH:13]=[CH:12][C:11]=2[NH2:16])=[CH:3]1.[H][H]. The catalyst class is: 63. (4) Reactant: Cl.[NH2:2][CH2:3][C@@H:4]1[O:8][C:7](=[O:9])[N:6]([C:10]2[CH:15]=[CH:14][C:13]([N:16]3[CH2:21][CH2:20][O:19][CH2:18][C:17]3=[O:22])=[CH:12][CH:11]=2)[CH2:5]1.C(N(CC)CC)C.[Cl:30][C:31]1[S:35][C:34]([C:36](Cl)=[O:37])=[CH:33][CH:32]=1. Product: [Cl:30][C:31]1[S:35][C:34]([C:36]([NH:2][CH2:3][C@@H:4]2[O:8][C:7](=[O:9])[N:6]([C:10]3[CH:15]=[CH:14][C:13]([N:16]4[CH2:21][CH2:20][O:19][CH2:18][C:17]4=[O:22])=[CH:12][CH:11]=3)[CH2:5]2)=[O:37])=[CH:33][CH:32]=1. The catalyst class is: 10. (5) Product: [CH:1]1[CH:2]=[CH:3][C:4]2[S:9][N:8]=[C:7]([N:10]3[CH2:15][CH2:14][N:13]([CH2:16][C@H:17]4[C@H:22]([CH2:23][N:24]5[C:34](=[O:35])[C@H:33]6[C@H:27]([C@H:28]7[CH2:32][C@@H:31]6[CH2:30][CH2:29]7)[C:25]5=[O:26])[CH2:21][CH2:20][CH2:19][CH2:18]4)[CH2:12][CH2:11]3)[C:5]=2[CH:6]=1.[ClH:36]. Reactant: [CH:1]1[CH:2]=[CH:3][C:4]2[S:9][N:8]=[C:7]([N:10]3[CH2:15][CH2:14][N:13]([CH2:16][C@H:17]4[C@H:22]([CH2:23][N:24]5[C:34](=[O:35])[C@H:33]6[C@H:27]([C@H:28]7[CH2:32][C@@H:31]6[CH2:30][CH2:29]7)[C:25]5=[O:26])[CH2:21][CH2:20][CH2:19][CH2:18]4)[CH2:12][CH2:11]3)[C:5]=2[CH:6]=1.[ClH:36]. The catalyst class is: 41.